Dataset: Reaction yield outcomes from USPTO patents with 853,638 reactions. Task: Predict the reaction yield, written as a fraction of the theoretical maximum amount of product (1.0 means a 100% yield; for example, 0.34 means a 34% yield). The reactants are [Br:1][C:2]1[C:10]2[C:9](Cl)=[N:8][CH:7]=[N:6][C:5]=2[S:4][C:3]=1[CH3:12].[CH:13]1([NH2:20])[CH2:18][CH2:17][CH:16]([NH2:19])[CH2:15][CH2:14]1.C(N(CC)CC)C. The catalyst is CN(C=O)C. The product is [Br:1][C:2]1[C:10]2[C:9]([NH:19][CH:16]3[CH2:17][CH2:18][CH:13]([NH2:20])[CH2:14][CH2:15]3)=[N:8][CH:7]=[N:6][C:5]=2[S:4][C:3]=1[CH3:12]. The yield is 0.880.